Dataset: Reaction yield outcomes from USPTO patents with 853,638 reactions. Task: Predict the reaction yield, written as a fraction of the theoretical maximum amount of product (1.0 means a 100% yield; for example, 0.34 means a 34% yield). (1) The reactants are [C:1]1([C:7]2[N:12]=[C:11]([NH2:13])[N:10]=[C:9]([NH:14][C:15]3[CH:20]=[CH:19][C:18]([O:21][C:22]4[CH:27]=[CH:26][N:25]=[C:24]([C:28]([F:31])([F:30])[F:29])[CH:23]=4)=[CH:17][CH:16]=3)[CH:8]=2)[CH:6]=[CH:5][CH:4]=[CH:3][CH:2]=1.C1C=C(Cl)C=C(C(OO)=[O:40])C=1. The catalyst is C(Cl)(Cl)Cl. The product is [O-:40][N+:25]1[CH:26]=[CH:27][C:22]([O:21][C:18]2[CH:19]=[CH:20][C:15]([NH:14][C:9]3[CH:8]=[C:7]([C:1]4[CH:2]=[CH:3][CH:4]=[CH:5][CH:6]=4)[N:12]=[C:11]([NH2:13])[N:10]=3)=[CH:16][CH:17]=2)=[CH:23][C:24]=1[C:28]([F:30])([F:29])[F:31]. The yield is 0.110. (2) The reactants are [CH3:1][O:2][C:3]1[CH:4]=[C:5]([N:12]2[CH2:17][CH2:16][CH:15]([N:18]3[CH2:23][CH2:22][P:21](=[O:25])([CH3:24])[CH2:20][CH2:19]3)[CH2:14][CH2:13]2)[CH:6]=[CH:7][C:8]=1[N+:9]([O-])=O. The catalyst is [Pd].C(O)C. The product is [CH3:1][O:2][C:3]1[CH:4]=[C:5]([N:12]2[CH2:17][CH2:16][CH:15]([N:18]3[CH2:19][CH2:20][P:21]([CH3:24])(=[O:25])[CH2:22][CH2:23]3)[CH2:14][CH2:13]2)[CH:6]=[CH:7][C:8]=1[NH2:9]. The yield is 0.980. (3) The reactants are [CH:1]([C:3]1[CH:10]=[CH:9][C:6]([CH2:7]Cl)=[CH:5][CH:4]=1)=[CH2:2].[H-].[Na+].[F:13][C:14]([F:23])([F:22])[CH2:15][CH2:16][CH:17]([C:20]#[N:21])[C:18]#[N:19]. The catalyst is CN(C)C=O. The product is [F:13][C:14]([F:22])([F:23])[CH2:15][CH2:16][C:17]([CH2:7][C:6]1[CH:9]=[CH:10][C:3]([CH:1]=[CH2:2])=[CH:4][CH:5]=1)([C:20]#[N:21])[C:18]#[N:19]. The yield is 0.630.